Dataset: Peptide-MHC class I binding affinity with 185,985 pairs from IEDB/IMGT. Task: Regression. Given a peptide amino acid sequence and an MHC pseudo amino acid sequence, predict their binding affinity value. This is MHC class I binding data. (1) The peptide sequence is YLVKYQATV. The MHC is HLA-A02:01 with pseudo-sequence HLA-A02:01. The binding affinity (normalized) is 0.757. (2) The peptide sequence is YYNAFHWA. The MHC is HLA-A24:02 with pseudo-sequence HLA-A24:02. The binding affinity (normalized) is 0.369.